Dataset: Forward reaction prediction with 1.9M reactions from USPTO patents (1976-2016). Task: Predict the product of the given reaction. (1) The product is: [NH2:1][C:4]1[S:8][CH:7]=[C:6]([C:9]#[N:10])[C:5]=1[C:11]1[N:12]=[CH:13][S:14][CH:15]=1. Given the reactants [N+:1]([C:4]1[S:8][CH:7]=[C:6]([C:9]#[N:10])[C:5]=1[C:11]1[N:12]=[CH:13][S:14][CH:15]=1)([O-])=O.O.O.[Sn](Cl)Cl, predict the reaction product. (2) Given the reactants C(NC(C)C)(C)C.[Li]CCCC.[F:13][C:14]1[CH:15]=[N:16][CH:17]=[CH:18][CH:19]=1.CON(C)[C:23]([CH:25]1[CH2:29][CH2:28][O:27][CH2:26]1)=[O:24], predict the reaction product. The product is: [F:13][C:14]1[CH:15]=[N:16][CH:17]=[CH:18][C:19]=1[C:23]([CH:25]1[CH2:29][CH2:28][O:27][CH2:26]1)=[O:24]. (3) Given the reactants [CH3:1][O:2][C:3]1[CH:32]=[C:31]([O:33][CH3:34])[CH:30]=[CH:29][C:4]=1[CH2:5][N:6]1[C:10]([C:11]2[C:19]3[C:14](=[N:15][CH:16]=[CH:17][CH:18]=3)[N:13]([CH2:20][C:21]3[CH:26]=[CH:25][CH:24]=[CH:23][C:22]=3[F:27])[N:12]=2)=[N:9][NH:8][C:7]1=[O:28].[C:35](=O)([O-])[O-].[Cs+].[Cs+].IC.O, predict the reaction product. The product is: [CH3:1][O:2][C:3]1[CH:32]=[C:31]([O:33][CH3:34])[CH:30]=[CH:29][C:4]=1[CH2:5][N:6]1[C:10]([C:11]2[C:19]3[C:14](=[N:15][CH:16]=[CH:17][CH:18]=3)[N:13]([CH2:20][C:21]3[CH:26]=[CH:25][CH:24]=[CH:23][C:22]=3[F:27])[N:12]=2)=[N:9][N:8]([CH3:35])[C:7]1=[O:28]. (4) The product is: [F:31][C:4]1[CH:3]=[C:2]([NH:45][C:40]2[C:39]([O:38][C:33]3[CH:34]=[CH:35][CH:36]=[CH:37][N:32]=3)=[CH:44][CH:43]=[CH:42][N:41]=2)[CH:30]=[CH:29][C:5]=1[O:6][C:7]1[C:16]2[C:11](=[CH:12][C:13]([O:19][CH2:20][CH2:21][CH2:22][N:23]3[CH2:28][CH2:27][O:26][CH2:25][CH2:24]3)=[C:14]([O:17][CH3:18])[CH:15]=2)[N:10]=[CH:9][CH:8]=1. Given the reactants Br[C:2]1[CH:30]=[CH:29][C:5]([O:6][C:7]2[C:16]3[C:11](=[CH:12][C:13]([O:19][CH2:20][CH2:21][CH2:22][N:23]4[CH2:28][CH2:27][O:26][CH2:25][CH2:24]4)=[C:14]([O:17][CH3:18])[CH:15]=3)[N:10]=[CH:9][CH:8]=2)=[C:4]([F:31])[CH:3]=1.[N:32]1[CH:37]=[CH:36][CH:35]=[CH:34][C:33]=1[O:38][C:39]1[C:40]([NH2:45])=[N:41][CH:42]=[CH:43][CH:44]=1.C1(P(C2C=CC=CC=2)C2C3OC4C(=CC=CC=4P(C4C=CC=CC=4)C4C=CC=CC=4)C(C)(C)C=3C=CC=2)C=CC=CC=1.C([O-])([O-])=O.[Cs+].[Cs+], predict the reaction product.